Dataset: Reaction yield outcomes from USPTO patents with 853,638 reactions. Task: Predict the reaction yield, written as a fraction of the theoretical maximum amount of product (1.0 means a 100% yield; for example, 0.34 means a 34% yield). (1) The reactants are Cl.[Br:2][C:3]1[CH:8]=[CH:7][C:6]([C:9]([CH:12]2C(=O)OC(C)(C)[O:14][C:13]2=[O:21])([CH3:11])[CH3:10])=[C:5]([F:22])[CH:4]=1. The catalyst is CN(C=O)C. The product is [Br:2][C:3]1[CH:8]=[CH:7][C:6]([C:9]([CH3:10])([CH3:11])[CH2:12][C:13]([OH:21])=[O:14])=[C:5]([F:22])[CH:4]=1. The yield is 0.510. (2) The reactants are [CH3:1][C:2]1[CH:7]=[C:6]([C:8]([F:11])([F:10])[F:9])[CH:5]=[CH:4][C:3]=1[C:12](=[O:15])[CH2:13][CH3:14].[Br:16]N1C(=O)CCC1=O. The catalyst is CCOCC. The product is [Br:16][CH:13]([CH3:14])[C:12]([C:3]1[CH:4]=[CH:5][C:6]([C:8]([F:9])([F:10])[F:11])=[CH:7][C:2]=1[CH3:1])=[O:15]. The yield is 0.750. (3) The product is [Br:1][C:2]1[CH:3]=[CH:4][C:5]([N:8]2[CH:12]=[C:11]([CH2:13][CH2:14][CH2:15][O:16][C:17]3[C:22]([CH2:23][CH3:24])=[CH:21][CH:20]=[CH:19][C:18]=3[CH2:25][C:26]([OH:28])=[O:27])[C:10]([CH:30]([CH2:31][CH3:32])[CH2:33][CH3:34])=[N:9]2)=[N:6][CH:7]=1. The reactants are [Br:1][C:2]1[CH:3]=[CH:4][C:5]([N:8]2[CH:12]=[C:11]([CH2:13][CH2:14][CH2:15][O:16][C:17]3[C:22]([CH2:23][CH3:24])=[CH:21][CH:20]=[CH:19][C:18]=3[CH2:25][C:26]([O:28]C)=[O:27])[C:10]([CH:30]([CH2:33][CH3:34])[CH2:31][CH3:32])=[N:9]2)=[N:6][CH:7]=1.[OH-].[Na+].O1CCCC1.Cl. The yield is 0.840. The catalyst is CO. (4) The reactants are [ClH:1].[C:2]([CH2:4][C:5]1([O:18][CH3:19])[CH2:10][CH2:9][N:8](C(OC(C)(C)C)=O)[CH2:7][CH2:6]1)#[N:3]. The catalyst is O1CCOCC1. The product is [ClH:1].[CH3:19][O:18][C:5]1([CH2:4][C:2]#[N:3])[CH2:10][CH2:9][NH:8][CH2:7][CH2:6]1. The yield is 0.910. (5) The reactants are [F:1][C:2]1[CH:8]=[C:7]([I:9])[CH:6]=[CH:5][C:3]=1[NH2:4].[C:10](OC(=O)C)(=[O:12])[CH3:11]. The catalyst is O1CCCC1. The product is [F:1][C:2]1[CH:8]=[C:7]([I:9])[CH:6]=[CH:5][C:3]=1[NH:4][C:10](=[O:12])[CH3:11]. The yield is 0.920. (6) The reactants are [NH2:1][C:2]1[CH:7]=[CH:6][C:5](Br)=[CH:4][N:3]=1.[CH:9]1([NH:12][S:13]([C:16]2[CH:21]=[CH:20][C:19](B3OC(C)(C)C(C)(C)O3)=[CH:18][CH:17]=2)(=[O:15])=[O:14])[CH2:11][CH2:10]1.C(=O)([O-])[O-].[Na+].[Na+].C(#N)C. The catalyst is Cl[Pd](Cl)([P](C1C=CC=CC=1)(C1C=CC=CC=1)C1C=CC=CC=1)[P](C1C=CC=CC=1)(C1C=CC=CC=1)C1C=CC=CC=1.O. The product is [NH2:1][C:2]1[N:3]=[CH:4][C:5]([C:19]2[CH:20]=[CH:21][C:16]([S:13]([NH:12][CH:9]3[CH2:11][CH2:10]3)(=[O:15])=[O:14])=[CH:17][CH:18]=2)=[CH:6][CH:7]=1. The yield is 0.350. (7) The reactants are [F:1][C:2]1[CH:3]=[C:4](B(O)O)[CH:5]=[CH:6][CH:7]=1.Br[C:12]1[CH:13]=[C:14]([CH:18]=[CH:19][CH:20]=1)[C:15]([OH:17])=[O:16].C([O-])([O-])=O.[Na+].[Na+].CN(C=O)C. The catalyst is CCO.C1C=CC([P]([Pd]([P](C2C=CC=CC=2)(C2C=CC=CC=2)C2C=CC=CC=2)([P](C2C=CC=CC=2)(C2C=CC=CC=2)C2C=CC=CC=2)[P](C2C=CC=CC=2)(C2C=CC=CC=2)C2C=CC=CC=2)(C2C=CC=CC=2)C2C=CC=CC=2)=CC=1.O. The product is [F:1][C:2]1[CH:3]=[C:4]([C:12]2[CH:13]=[C:14]([CH:18]=[CH:19][CH:20]=2)[C:15]([OH:17])=[O:16])[CH:5]=[CH:6][CH:7]=1. The yield is 0.560.